Predict the reaction yield, written as a fraction of the theoretical maximum amount of product (1.0 means a 100% yield; for example, 0.34 means a 34% yield). From a dataset of Reaction yield outcomes from USPTO patents with 853,638 reactions. (1) The reactants are [NH2:1][C:2]1[CH:7]=[CH:6][C:5]([C@@H:8]2[O:13][CH2:12][CH2:11][N:10]([C:14]([O:16][C:17]([CH3:20])([CH3:19])[CH3:18])=[O:15])[CH2:9]2)=[CH:4][CH:3]=1.CN1CCOCC1.CN(C(ON1N=NC2C=CC=CC1=2)=[N+](C)C)C.F[P-](F)(F)(F)(F)F.[F:52][C:53]([F:66])([F:65])[CH2:54][O:55][C:56]1[CH:64]=[CH:63][C:59]([C:60](O)=[O:61])=[CH:58][N:57]=1. The catalyst is C1COCC1.CCOC(C)=O. The product is [F:66][C:53]([F:52])([F:65])[CH2:54][O:55][C:56]1[CH:64]=[CH:63][C:59]([C:60]([NH:1][C:2]2[CH:7]=[CH:6][C:5]([C@@H:8]3[O:13][CH2:12][CH2:11][N:10]([C:14]([O:16][C:17]([CH3:20])([CH3:19])[CH3:18])=[O:15])[CH2:9]3)=[CH:4][CH:3]=2)=[O:61])=[CH:58][N:57]=1. The yield is 0.810. (2) The yield is 0.280. The reactants are [CH:1]([O:4][C:5](=[O:15])[C:6]1[CH:11]=[CH:10][C:9]([Br:12])=[CH:8][C:7]=1[CH2:13]Br)([CH3:3])[CH3:2].[CH:16]1([NH2:19])[CH2:18][CH2:17]1. The catalyst is C(#N)C. The product is [CH:1]([O:4][C:5](=[O:15])[C:6]1[CH:11]=[CH:10][C:9]([Br:12])=[CH:8][C:7]=1[CH2:13][NH:19][CH:16]1[CH2:18][CH2:17]1)([CH3:3])[CH3:2]. (3) The reactants are Br[C:2]1[CH:7]=[CH:6][C:5]([C:8]2([C:11]3[N:15]4[CH2:16][CH2:17][S:18][C@:19]([CH2:22][O:23][Si:24]([C:27]([CH3:30])([CH3:29])[CH3:28])([CH3:26])[CH3:25])([CH3:21])[CH2:20][C:14]4=[N:13][N:12]=3)[CH2:10][CH2:9]2)=[CH:4][CH:3]=1.[B:31]1([B:31]2[O:35][C:34]([CH3:37])([CH3:36])[C:33]([CH3:39])([CH3:38])[O:32]2)[O:35][C:34]([CH3:37])([CH3:36])[C:33]([CH3:39])([CH3:38])[O:32]1.C([O-])(=O)C.[K+]. The catalyst is O1CCOCC1. The product is [Si:24]([O:23][CH2:22][C@:19]1([CH3:21])[S:18][CH2:17][CH2:16][N:15]2[C:11]([C:8]3([C:5]4[CH:6]=[CH:7][C:2]([B:31]5[O:35][C:34]([CH3:37])([CH3:36])[C:33]([CH3:39])([CH3:38])[O:32]5)=[CH:3][CH:4]=4)[CH2:10][CH2:9]3)=[N:12][N:13]=[C:14]2[CH2:20]1)([C:27]([CH3:30])([CH3:29])[CH3:28])([CH3:26])[CH3:25]. The yield is 0.790.